From a dataset of Full USPTO retrosynthesis dataset with 1.9M reactions from patents (1976-2016). Predict the reactants needed to synthesize the given product. (1) Given the product [N:1]1([S:11]([C:14]2[CH:22]=[CH:21][C:17]([C:18]([NH:29][C:28]3[CH:30]=[CH:31][C:25]([O:24][CH3:23])=[CH:26][CH:27]=3)=[O:19])=[CH:16][CH:15]=2)(=[O:13])=[O:12])[C:10]2[C:5](=[CH:6][CH:7]=[CH:8][CH:9]=2)[CH2:4][CH2:3][CH2:2]1, predict the reactants needed to synthesize it. The reactants are: [N:1]1([S:11]([C:14]2[CH:22]=[CH:21][C:17]([C:18](O)=[O:19])=[CH:16][CH:15]=2)(=[O:13])=[O:12])[C:10]2[C:5](=[CH:6][CH:7]=[CH:8][CH:9]=2)[CH2:4][CH2:3][CH2:2]1.[CH3:23][O:24][C:25]1[CH:31]=[CH:30][C:28]([NH2:29])=[CH:27][CH:26]=1. (2) Given the product [CH3:1][O:2][C:3]1[CH:4]=[C:5]([CH:12]2[CH2:17][CH2:16][NH:15][CH2:14][CH2:13]2)[CH:6]=[CH:7][C:8]=1[NH2:9], predict the reactants needed to synthesize it. The reactants are: [CH3:1][O:2][C:3]1[CH:4]=[C:5]([C:12]2[CH:17]=[CH:16][N:15]=[CH:14][CH:13]=2)[CH:6]=[CH:7][C:8]=1[N+:9]([O-])=O. (3) Given the product [CH3:19][O:20][C:21]1[CH:26]=[CH:25][C:24]([CH2:27][C:28]([NH:1][N:2]2[N:11]=[C:10]([N:12]3[CH2:17][CH2:16][O:15][CH2:14][CH2:13]3)[C:9]3[C:4](=[CH:5][CH:6]=[CH:7][CH:8]=3)[C:3]2=[O:18])=[O:29])=[CH:23][CH:22]=1, predict the reactants needed to synthesize it. The reactants are: [NH2:1][N:2]1[N:11]=[C:10]([N:12]2[CH2:17][CH2:16][O:15][CH2:14][CH2:13]2)[C:9]2[C:4](=[CH:5][CH:6]=[CH:7][CH:8]=2)[C:3]1=[O:18].[CH3:19][O:20][C:21]1[CH:26]=[CH:25][C:24]([CH2:27][C:28](O)=[O:29])=[CH:23][CH:22]=1. (4) Given the product [Br:1][C:2]1[CH:10]=[C:6]([C:7]([OH:9])=[O:8])[C:5]2[N:4]([CH:13]=[CH:14][N:11]=2)[CH:3]=1, predict the reactants needed to synthesize it. The reactants are: [Br:1][C:2]1[CH:3]=[N:4][C:5]([NH2:11])=[C:6]([CH:10]=1)[C:7]([OH:9])=[O:8].Cl[CH2:13][CH:14]=O. (5) Given the product [NH3:1].[N:1]1([CH2:7][C:8]2[CH:9]=[CH:10][C:11]([O:14][CH2:18][CH2:19][CH2:22][N:24]3[CH2:29][CH2:28][CH2:27][CH2:26][CH2:25]3)=[CH:12][N:13]=2)[CH2:6][CH2:5][CH2:4][CH2:3][CH2:2]1, predict the reactants needed to synthesize it. The reactants are: [N:1]1([CH2:7][C:8]2[N:13]=[CH:12][C:11]([OH:14])=[CH:10][CH:9]=2)[CH2:6][CH2:5][CH2:4][CH2:3][CH2:2]1.OC1C=[CH:18][C:19]([C:22]([N:24]2[CH2:29][CH2:28][CH2:27][CH2:26][CH2:25]2)=O)=NC=1. (6) Given the product [Br:1][C:2]1[CH:3]=[CH:4][C:5]([NH:14][C:13]2[CH:15]=[CH:16][CH:17]=[CH:18][C:12]=2[N+:9]([O-:11])=[O:10])=[N:6][CH:7]=1, predict the reactants needed to synthesize it. The reactants are: [Br:1][C:2]1[CH:3]=[CH:4][C:5](I)=[N:6][CH:7]=1.[N+:9]([C:12]1[CH:18]=[CH:17][CH:16]=[CH:15][C:13]=1[NH2:14])([O-:11])=[O:10].C(=O)([O-])[O-].[Cs+].[Cs+].C(N(CC)CC)C.C1C=CC(P(C2C(C3C(P(C4C=CC=CC=4)C4C=CC=CC=4)=CC=C4C=3C=CC=C4)=C3C(C=CC=C3)=CC=2)C2C=CC=CC=2)=CC=1. (7) Given the product [ClH:65].[F:46][C:30]([F:29])([F:45])[C@@H:31]([NH:40][S:41]([CH3:44])(=[O:43])=[O:42])[C:32]1[CH:33]=[CH:34][C:35]([CH2:15][NH:14][CH2:13][CH2:12][N:3]2[CH2:4][CH2:5][C:6]3[C:11](=[CH:10][CH:9]=[CH:8][CH:7]=3)[C:2]2=[O:1])=[CH:36][CH:37]=1, predict the reactants needed to synthesize it. The reactants are: [O:1]=[C:2]1[C:11]2[C:6](=[CH:7][CH:8]=[CH:9][CH:10]=2)[CH2:5][CH2:4][N:3]1[CH2:12][CH2:13][NH:14][C:15](=O)OC(C)(C)C.FC(F)(F)C(O)=O.[F:29][C:30]([F:46])([F:45])[C@@H:31]([NH:40][S:41]([CH3:44])(=[O:43])=[O:42])[C:32]1[CH:37]=[CH:36][C:35](C=O)=[CH:34][CH:33]=1.C(O)(=O)C.C(O[BH-](OC(=O)C)OC(=O)C)(=O)C.[Na+].[ClH:65]. (8) The reactants are: [Cl:1][C:2]1[CH:37]=[CH:36][CH:35]=[CH:34][C:3]=1[CH2:4][N:5]1[C:13]2[C:12](=[O:14])[N:11]([CH3:15])[C:10](=[O:16])[N:9]([CH3:17])[C:8]=2[C:7]([CH:18]=[O:19])=[C:6]1[N:20]1[CH2:25][CH2:24][CH2:23][C@@H:22]([NH:26][C:27](=[O:33])[O:28][C:29]([CH3:32])([CH3:31])[CH3:30])[CH2:21]1.[CH3:38][Mg]Br.[Cl-].[NH4+]. Given the product [Cl:1][C:2]1[CH:37]=[CH:36][CH:35]=[CH:34][C:3]=1[CH2:4][N:5]1[C:13]2[C:12](=[O:14])[N:11]([CH3:15])[C:10](=[O:16])[N:9]([CH3:17])[C:8]=2[C:7]([CH:18]([OH:19])[CH3:38])=[C:6]1[N:20]1[CH2:25][CH2:24][CH2:23][C@@H:22]([NH:26][C:27](=[O:33])[O:28][C:29]([CH3:30])([CH3:31])[CH3:32])[CH2:21]1, predict the reactants needed to synthesize it. (9) Given the product [N:15]1([C:4]2[N:5]=[C:6]([O:8][C:9]3[CH:10]=[N:11][CH:12]=[CH:13][CH:14]=3)[N:7]=[C:2]([NH:21][NH2:22])[CH:3]=2)[CH2:20][CH2:19][O:18][CH2:17][CH2:16]1, predict the reactants needed to synthesize it. The reactants are: Cl[C:2]1[N:7]=[C:6]([O:8][C:9]2[CH:10]=[N:11][CH:12]=[CH:13][CH:14]=2)[N:5]=[C:4]([N:15]2[CH2:20][CH2:19][O:18][CH2:17][CH2:16]2)[CH:3]=1.[NH2:21][NH2:22]. (10) Given the product [CH:11]1([CH2:10][N:6]2[C:7]([CH2:8][CH2:39][C:38]([C:35]3[CH:36]=[CH:37][C:32]([OH:31])=[C:33]([CH3:46])[CH:34]=3)=[O:45])=[CH:3][C:4]([C:14]3[CH:19]=[CH:18][C:17]([C:20]([F:23])([F:22])[F:21])=[CH:16][CH:15]=3)=[N:5]2)[CH2:13][CH2:12]1, predict the reactants needed to synthesize it. The reactants are: C([C:3]1[C:4]([C:14]2[CH:19]=[CH:18][C:17]([C:20]([F:23])([F:22])[F:21])=[CH:16][CH:15]=2)=[N:5][N:6]([CH2:10][CH:11]2[CH2:13][CH2:12]2)[C:7]=1[CH2:8]Cl)C.C([O:31][C:32]1[CH:37]=[CH:36][C:35]([C:38](=[O:45])[CH2:39]C(OCC)=O)=[CH:34][C:33]=1[CH3:46])C1C=CC=CC=1.